From a dataset of Full USPTO retrosynthesis dataset with 1.9M reactions from patents (1976-2016). Predict the reactants needed to synthesize the given product. (1) Given the product [CH2:1]([N:8]1[CH:12]=[CH:11][N:10]=[C:9]1[N:13]1[C:21]2[CH:20]=[CH:19][N:18]([C:42]([C:41]3[CH:45]=[CH:46][CH:47]=[C:48]([Cl:49])[C:40]=3[Cl:39])=[O:43])[CH:17]([CH3:22])[C:16]=2[N:15]=[N:14]1)[C:2]1[CH:7]=[CH:6][CH:5]=[CH:4][CH:3]=1, predict the reactants needed to synthesize it. The reactants are: [CH2:1]([N:8]1[CH:12]=[CH:11][N:10]=[C:9]1[N:13]1[C:21]2[CH:20]=[CH:19][N:18]=[CH:17][C:16]=2[N:15]=[N:14]1)[C:2]1[CH:7]=[CH:6][CH:5]=[CH:4][CH:3]=1.[CH3:22]C1C(N2C3C=CN=CC=3N=N2)=NC=C(C)C=1.[Cl:39][C:40]1[C:48]([Cl:49])=[CH:47][CH:46]=[CH:45][C:41]=1[C:42](Cl)=[O:43].ClC1C(C(F)(F)F)=CC=CC=1C(Cl)=O. (2) Given the product [CH3:1][O:2][C:3]1[CH:12]=[CH:11][C:6]([C:7]([O-:9])=[O:8])=[CH:5][N:4]=1.[Na+:14], predict the reactants needed to synthesize it. The reactants are: [CH3:1][O:2][C:3]1[CH:12]=[CH:11][C:6]([C:7]([O:9]C)=[O:8])=[CH:5][N:4]=1.[OH-].[Na+:14]. (3) The reactants are: [OH:1][C@H:2]([C:23]1[CH:28]=[CH:27][CH:26]=[CH:25][CH:24]=1)[CH2:3][CH2:4][N:5]1[CH2:10][CH2:9][CH:8]([C:11]2[CH:12]=[C:13]([NH:17][C:18](=[O:22])[CH:19]([CH3:21])[CH3:20])[CH:14]=[CH:15][CH:16]=2)[CH2:7][CH2:6]1.[N+:29]([C:32]1[CH:33]=[C:34](O)[CH:35]=[CH:36][CH:37]=1)([O-:31])=[O:30].C1(P(C2C=CC=CC=2)C2C=CC=CC=2)C=CC=CC=1.N(C(OCC)=O)=NC(OCC)=O.N. Given the product [CH3:20][CH:19]([CH3:21])[C:18]([NH:17][C:13]1[CH:14]=[CH:15][CH:16]=[C:11]([CH:8]2[CH2:9][CH2:10][N:5]([CH2:4][CH2:3][C@@H:2]([O:1][C:36]3[CH:35]=[CH:34][CH:33]=[C:32]([N+:29]([O-:31])=[O:30])[CH:37]=3)[C:23]3[CH:24]=[CH:25][CH:26]=[CH:27][CH:28]=3)[CH2:6][CH2:7]2)[CH:12]=1)=[O:22], predict the reactants needed to synthesize it. (4) Given the product [F:18][C:15]1[CH:14]=[CH:13][C:12]([C:7]2[C:6]([C:4]([OH:3])=[O:5])=[C:10](/[CH:11]=[CH:19]/[C:20]3[CH:25]=[CH:24][CH:23]=[CH:22][CH:21]=3)[O:9][N:8]=2)=[CH:17][CH:16]=1, predict the reactants needed to synthesize it. The reactants are: C([O:3][C:4]([C:6]1[C:7]([C:12]2[CH:17]=[CH:16][C:15]([F:18])=[CH:14][CH:13]=2)=[N:8][O:9][C:10]=1[CH3:11])=[O:5])C.[CH:19](=O)[C:20]1[CH:25]=[CH:24][CH:23]=[CH:22][CH:21]=1.[O-]CC.[Na+].Cl. (5) Given the product [Cl:1][C:2]1[CH:3]=[C:4]2[C:8](=[CH:9][CH:10]=1)[NH:7][CH:6]=[C:5]2[CH2:11][CH2:12][NH:13][C:14](=[O:23])[C:15]1[CH:20]=[CH:19][CH:18]=[C:17]([CH2:21][C:26]2[CH:27]=[CH:28][CH:29]=[C:24]([CH3:33])[CH:25]=2)[CH:16]=1, predict the reactants needed to synthesize it. The reactants are: [Cl:1][C:2]1[CH:3]=[C:4]2[C:8](=[CH:9][CH:10]=1)[NH:7][CH:6]=[C:5]2[CH2:11][CH2:12][NH:13][C:14](=[O:23])[C:15]1[CH:20]=[CH:19][CH:18]=[C:17]([CH2:21]Cl)[CH:16]=1.[C:24]1([CH3:33])[CH:29]=[CH:28][CH:27]=[C:26](B(O)O)[CH:25]=1.C(=O)([O-])[O-].[Na+].[Na+].[I-].[Na+].